From a dataset of Forward reaction prediction with 1.9M reactions from USPTO patents (1976-2016). Predict the product of the given reaction. (1) Given the reactants FC(F)(F)S(O[C:7]1[CH:8]=[N:9][C:10]([C:13]2[CH:18]=[CH:17][CH:16]=[C:15]([CH2:19][C:20]3[C:25](=[O:26])[CH:24]=[CH:23][N:22]([C:27]4[CH:28]=[N:29][N:30]([CH3:32])[CH:31]=4)[N:21]=3)[CH:14]=2)=[N:11][CH:12]=1)(=O)=O.[CH2:35]([B-](F)(F)F)[CH3:36].[K+].C([O-])([O-])=O.[Cs+].[Cs+].C(Cl)Cl, predict the reaction product. The product is: [CH2:35]([C:7]1[CH:8]=[N:9][C:10]([C:13]2[CH:14]=[C:15]([CH:16]=[CH:17][CH:18]=2)[CH2:19][C:20]2[C:25](=[O:26])[CH:24]=[CH:23][N:22]([C:27]3[CH:28]=[N:29][N:30]([CH3:32])[CH:31]=3)[N:21]=2)=[N:11][CH:12]=1)[CH3:36]. (2) Given the reactants C(=O)([O-])[O-].[K+].[K+].[Br:7][CH2:8][CH2:9][CH2:10][CH2:11]Br.[OH:13][C:14]1[CH:23]=[CH:22][C:17]([C:18]([O:20][CH3:21])=[O:19])=[CH:16][C:15]=1[O:24][CH3:25], predict the reaction product. The product is: [Br:7][CH2:8][CH2:9][CH2:10][CH2:11][O:13][C:14]1[CH:23]=[CH:22][C:17]([C:18]([O:20][CH3:21])=[O:19])=[CH:16][C:15]=1[O:24][CH3:25].